From a dataset of Forward reaction prediction with 1.9M reactions from USPTO patents (1976-2016). Predict the product of the given reaction. (1) Given the reactants [Cl:1][C:2]1[CH:7]=[CH:6][C:5]([NH:8][C:9]([NH2:11])=[O:10])=[CH:4][C:3]=1[C:12]([F:15])([F:14])[F:13].N12CCCN=C1CCCCC2.N[C:28]1[CH:33]=[CH:32][C:31]([OH:34])=[CH:30][CH:29]=1.CS(C)=O, predict the reaction product. The product is: [Cl:1][C:2]1[CH:7]=[CH:6][C:5]([NH:8][C:9]([NH:11][C:28]2[CH:33]=[CH:32][C:31]([OH:34])=[CH:30][CH:29]=2)=[O:10])=[CH:4][C:3]=1[C:12]([F:13])([F:14])[F:15]. (2) Given the reactants [CH:1]([O:4][C:5]1[CH:10]=[CH:9][C:8]([C:11]2[C:19]3[C:14](=[CH:15][CH:16]=[C:17]([NH:20][C:21]([C:23]4([O:28][CH3:29])[CH2:27][CH2:26][NH:25][CH2:24]4)=[O:22])[CH:18]=3)[NH:13][N:12]=2)=[CH:7][CH:6]=1)([CH3:3])[CH3:2].Cl[CH2:31][C:32]([N:34]1[CH2:39][CH2:38][N:37]([C:40]2[CH:45]=[CH:44][C:43]([C:46]3[N:51]=[CH:50][CH:49]=[CH:48][N:47]=3)=[C:42]([F:52])[CH:41]=2)[CH2:36][CH2:35]1)=[O:33].C(N(C(C)C)CC)(C)C, predict the reaction product. The product is: [CH:1]([O:4][C:5]1[CH:10]=[CH:9][C:8]([C:11]2[C:19]3[C:14](=[CH:15][CH:16]=[C:17]([NH:20][C:21]([C:23]4([O:28][CH3:29])[CH2:27][CH2:26][N:25]([CH2:31][C:32]([N:34]5[CH2:39][CH2:38][N:37]([C:40]6[CH:45]=[CH:44][C:43]([C:46]7[N:47]=[CH:48][CH:49]=[CH:50][N:51]=7)=[C:42]([F:52])[CH:41]=6)[CH2:36][CH2:35]5)=[O:33])[CH2:24]4)=[O:22])[CH:18]=3)[NH:13][N:12]=2)=[CH:7][CH:6]=1)([CH3:3])[CH3:2].